Dataset: Full USPTO retrosynthesis dataset with 1.9M reactions from patents (1976-2016). Task: Predict the reactants needed to synthesize the given product. Given the product [CH2:1]([NH:8][CH2:9][C:11]1[C:12]([CH3:36])=[C:13]2[C:18]([NH:19][C:20]3[CH:21]=[CH:22][C:23]([O:26][C:27]4[CH:32]=[CH:31][CH:30]=[CH:29][CH:28]=4)=[CH:24][CH:25]=3)=[C:17]([C:33]#[N:34])[CH:16]=[N:15][N:14]2[CH:35]=1)[C:2]1[CH:7]=[CH:6][CH:5]=[CH:4][CH:3]=1, predict the reactants needed to synthesize it. The reactants are: [CH2:1]([NH2:8])[C:2]1[CH:7]=[CH:6][CH:5]=[CH:4][CH:3]=1.[CH:9]([C:11]1[C:12]([CH3:36])=[C:13]2[C:18]([NH:19][C:20]3[CH:25]=[CH:24][C:23]([O:26][C:27]4[CH:32]=[CH:31][CH:30]=[CH:29][CH:28]=4)=[CH:22][CH:21]=3)=[C:17]([C:33]#[N:34])[CH:16]=[N:15][N:14]2[CH:35]=1)=O.[BH-](OC(C)=O)(OC(C)=O)OC(C)=O.[Na+].